This data is from Forward reaction prediction with 1.9M reactions from USPTO patents (1976-2016). The task is: Predict the product of the given reaction. Given the reactants [CH:1]1([CH2:4][NH:5][C:6]([NH:8][C:9]2[CH:14]=[CH:13][C:12]([OH:15])=[CH:11][CH:10]=2)=[O:7])[CH2:3][CH2:2]1.[F-].[Cs+].CS(O[CH:23]1[CH2:28][CH2:27][N:26]([C:29]([O:31][C:32]([CH3:35])([CH3:34])[CH3:33])=[O:30])[CH2:25][CH2:24]1)(=O)=O, predict the reaction product. The product is: [CH:1]1([CH2:4][NH:5][C:6](=[O:7])[NH:8][C:9]2[CH:10]=[CH:11][C:12]([O:15][CH:23]3[CH2:28][CH2:27][N:26]([C:29]([O:31][C:32]([CH3:35])([CH3:34])[CH3:33])=[O:30])[CH2:25][CH2:24]3)=[CH:13][CH:14]=2)[CH2:3][CH2:2]1.